Dataset: TCR-epitope binding with 47,182 pairs between 192 epitopes and 23,139 TCRs. Task: Binary Classification. Given a T-cell receptor sequence (or CDR3 region) and an epitope sequence, predict whether binding occurs between them. The epitope is ILHCANFNV. The TCR CDR3 sequence is CASSLVVGLAGITPAQETQYF. Result: 1 (the TCR binds to the epitope).